This data is from Aqueous solubility values for 9,982 compounds from the AqSolDB database. The task is: Regression/Classification. Given a drug SMILES string, predict its absorption, distribution, metabolism, or excretion properties. Task type varies by dataset: regression for continuous measurements (e.g., permeability, clearance, half-life) or binary classification for categorical outcomes (e.g., BBB penetration, CYP inhibition). For this dataset (solubility_aqsoldb), we predict Y. (1) The compound is O=[N+]([O-])c1ccccc1. The Y is -1.80 log mol/L. (2) The molecule is N#Cc1c(Cl)cccc1Cl. The Y is -3.98 log mol/L.